From a dataset of Peptide-MHC class II binding affinity with 134,281 pairs from IEDB. Regression. Given a peptide amino acid sequence and an MHC pseudo amino acid sequence, predict their binding affinity value. This is MHC class II binding data. (1) The peptide sequence is EKKYFAATQFEELAA. The MHC is DRB1_1001 with pseudo-sequence DRB1_1001. The binding affinity (normalized) is 0.598. (2) The peptide sequence is KKTRNMTMSMSMILVGV. The MHC is HLA-DQA10501-DQB10402 with pseudo-sequence HLA-DQA10501-DQB10402. The binding affinity (normalized) is 0.547. (3) The peptide sequence is KLQTYPRTNTGSGTP. The MHC is DRB1_1501 with pseudo-sequence DRB1_1501. The binding affinity (normalized) is 0.422. (4) The MHC is HLA-DQA10501-DQB10201 with pseudo-sequence HLA-DQA10501-DQB10201. The peptide sequence is KTKEGVLYVGSKTKK. The binding affinity (normalized) is 0.